Dataset: Full USPTO retrosynthesis dataset with 1.9M reactions from patents (1976-2016). Task: Predict the reactants needed to synthesize the given product. (1) Given the product [NH2:1][C:2]1[CH:3]=[C:4]([CH2:5][OH:6])[CH:8]=[CH:9][C:10]=1[F:11], predict the reactants needed to synthesize it. The reactants are: [NH2:1][C:2]1[CH:3]=[C:4]([CH:8]=[CH:9][C:10]=1[F:11])[C:5](O)=[O:6]. (2) Given the product [N:1]([CH2:13][C:11]([S:14]([C:17]1[CH:34]=[CH:33][C:20]2[N:21]([CH2:29][CH:30]3[CH2:31][CH2:32]3)[C:22]([CH2:24][C:25]([CH3:26])([CH3:27])[CH3:28])=[N:23][C:19]=2[CH:18]=1)(=[O:16])=[O:15])([CH3:10])[CH3:12])=[N+:2]=[N-:3], predict the reactants needed to synthesize it. The reactants are: [N-:1]=[N+:2]=[N-:3].[Na+].CS(O[CH2:10][C:11]([S:14]([C:17]1[CH:34]=[CH:33][C:20]2[N:21]([CH2:29][CH:30]3[CH2:32][CH2:31]3)[C:22]([CH2:24][C:25]([CH3:28])([CH3:27])[CH3:26])=[N:23][C:19]=2[CH:18]=1)(=[O:16])=[O:15])([CH3:13])[CH3:12])(=O)=O. (3) Given the product [Br:1][C:2]1[CH:3]=[C:4]([CH:5]=[C:6]([CH3:8])[CH:7]=1)[C:9]([C:11]1[NH:12][C:13](=[O:22])[NH:14][C:15](=[O:20])[C:16]=1[CH:17]([CH3:18])[CH3:19])=[O:10], predict the reactants needed to synthesize it. The reactants are: [Br:1][C:2]1[CH:3]=[C:4]([C:9]([C:11]2[C:16]([CH:17]([CH3:19])[CH3:18])=[C:15]([O:20]C)[N:14]=[C:13]([O:22]C)[N:12]=2)=[O:10])[CH:5]=[C:6]([CH3:8])[CH:7]=1. (4) Given the product [NH2:12][C:2]1[N:10]=[C:9]([Cl:11])[CH:8]=[CH:7][C:3]=1[C:4]([OH:6])=[O:5], predict the reactants needed to synthesize it. The reactants are: Cl[C:2]1[N:10]=[C:9]([Cl:11])[CH:8]=[CH:7][C:3]=1[C:4]([OH:6])=[O:5].[NH3:12]. (5) The reactants are: [Cl:1][C:2]1[C:34]([CH3:35])=[CH:33][C:5]([O:6][CH2:7][CH2:8][CH2:9][C:10]2[C:18]3[C:13](=[C:14]([C:19]4[C:20]([CH3:26])=[N:21][N:22]([CH3:25])[C:23]=4[CH3:24])[CH:15]=[CH:16][CH:17]=3)[N:12]([CH2:27][CH2:28][C:29](O)=[O:30])[C:11]=2[CH3:32])=[CH:4][C:3]=1[CH3:36].[N+:37]([C:40]1[CH:41]=[C:42]([S:46]([NH2:49])(=[O:48])=[O:47])[CH:43]=[CH:44][CH:45]=1)([O-:39])=[O:38]. Given the product [Cl:1][C:2]1[C:34]([CH3:35])=[CH:33][C:5]([O:6][CH2:7][CH2:8][CH2:9][C:10]2[C:18]3[C:13](=[C:14]([C:19]4[C:20]([CH3:26])=[N:21][N:22]([CH3:25])[C:23]=4[CH3:24])[CH:15]=[CH:16][CH:17]=3)[N:12]([CH2:27][CH2:28][C:29]([NH:49][S:46]([C:42]3[CH:43]=[CH:44][CH:45]=[C:40]([N+:37]([O-:39])=[O:38])[CH:41]=3)(=[O:48])=[O:47])=[O:30])[C:11]=2[CH3:32])=[CH:4][C:3]=1[CH3:36], predict the reactants needed to synthesize it. (6) Given the product [CH3:47][C:48]1[O:49][C:50]([CH2:53][CH:54]2[CH2:59][CH2:58][N:57]([C:44](=[O:46])/[CH:43]=[CH:42]/[C:33]3[CH:34]=[CH:35][C:36]([C:38]([F:39])([F:40])[F:41])=[CH:37][C:32]=3[CH2:31][N:29]3[N:28]=[N:27][C:26]([CH3:25])=[N:30]3)[CH2:56][CH2:55]2)=[N:51][N:52]=1, predict the reactants needed to synthesize it. The reactants are: C(P1(=O)OP(CCC)(=O)OP(CCC)(=O)O1)CC.C(OCC)(=O)C.[CH3:25][C:26]1[N:27]=[N:28][N:29]([CH2:31][C:32]2[CH:37]=[C:36]([C:38]([F:41])([F:40])[F:39])[CH:35]=[CH:34][C:33]=2/[CH:42]=[CH:43]/[C:44]([OH:46])=O)[N:30]=1.[CH3:47][C:48]1[O:49][C:50]([CH2:53][CH:54]2[CH2:59][CH2:58][NH:57][CH2:56][CH2:55]2)=[N:51][N:52]=1.C(=O)(O)[O-].[Na+]. (7) Given the product [Br:18][C:4]1[CH:5]=[C:6]([O:9][C:10](=[O:12])[CH3:11])[CH:7]=[CH:8][C:3]=1[O:2][CH3:1], predict the reactants needed to synthesize it. The reactants are: [CH3:1][O:2][C:3]1[CH:8]=[CH:7][C:6]([O:9][C:10](=[O:12])[CH3:11])=[CH:5][CH:4]=1.C([O-])(=O)C.[Na+].[Br:18]Br.